This data is from Full USPTO retrosynthesis dataset with 1.9M reactions from patents (1976-2016). The task is: Predict the reactants needed to synthesize the given product. (1) Given the product [F:10][C:7]1[CH:6]=[C:3]([C:4]#[N:5])[C:2]([C:18]2[CH:17]=[CH:16][CH:15]=[C:14]([N+:11]([O-:13])=[O:12])[CH:19]=2)=[CH:9][CH:8]=1, predict the reactants needed to synthesize it. The reactants are: Br[C:2]1[CH:9]=[CH:8][C:7]([F:10])=[CH:6][C:3]=1[C:4]#[N:5].[N+:11]([C:14]1[CH:15]=[C:16](B(O)O)[CH:17]=[CH:18][CH:19]=1)([O-:13])=[O:12]. (2) Given the product [Cl:11][C:12]1[CH:17]=[C:16]([O:10][CH:3]2[CH2:9][CH2:8][CH2:7][CH2:6][CH2:5][CH2:4]2)[N:15]=[CH:14][N:13]=1, predict the reactants needed to synthesize it. The reactants are: [H-].[Na+].[CH:3]1([OH:10])[CH2:9][CH2:8][CH2:7][CH2:6][CH2:5][CH2:4]1.[Cl:11][C:12]1[CH:17]=[C:16](Cl)[N:15]=[CH:14][N:13]=1.[Cl-].[NH4+]. (3) Given the product [CH2:1]([CH:8]1[C:16]2[C:11](=[CH:12][CH:13]=[C:14]([OH:17])[CH:15]=2)[CH2:10][CH:9]1[NH:19][C:20](=[O:24])[O:21][CH2:22][CH3:23])[C:2]1[CH:7]=[CH:6][CH:5]=[CH:4][CH:3]=1, predict the reactants needed to synthesize it. The reactants are: [CH2:1]([CH:8]1[C:16]2[C:11](=[CH:12][CH:13]=[C:14]([O:17]C)[CH:15]=2)[CH2:10][CH:9]1[NH:19][C:20](=[O:24])[O:21][CH2:22][CH3:23])[C:2]1[CH:7]=[CH:6][CH:5]=[CH:4][CH:3]=1.BrB(Br)Br. (4) Given the product [C:5]([C@@H:6]([O:59][CH2:60][CH3:61])[CH2:7][C:8]1[CH:9]=[CH:10][C:11]([O:14][CH2:15][CH2:16][CH2:17][C:18]2[CH:23]=[CH:22][C:21]([C:24]3[CH:29]=[CH:28][C:27]([CH2:30][CH2:31][CH2:32][O:33][C:34]4[CH:39]=[CH:38][C:37]([CH2:40][C@H:41]([O:48][CH2:49][CH3:50])[C:42]([OH:44])=[O:43])=[CH:36][CH:35]=4)=[CH:26][C:25]=3[C:51]([F:54])([F:53])[F:52])=[C:20]([C:55]([F:56])([F:58])[F:57])[CH:19]=2)=[CH:12][CH:13]=1)([OH:62])=[O:4], predict the reactants needed to synthesize it. The reactants are: C([O:4][C:5](=[O:62])[C@@H:6]([O:59][CH2:60][CH3:61])[CH2:7][C:8]1[CH:13]=[CH:12][C:11]([O:14][CH2:15][CH2:16][CH2:17][C:18]2[CH:23]=[CH:22][C:21]([C:24]3[CH:29]=[CH:28][C:27]([CH2:30][CH2:31][CH2:32][O:33][C:34]4[CH:39]=[CH:38][C:37]([CH2:40][C@H:41]([O:48][CH2:49][CH3:50])[C:42]([O:44]C(C)C)=[O:43])=[CH:36][CH:35]=4)=[CH:26][C:25]=3[C:51]([F:54])([F:53])[F:52])=[C:20]([C:55]([F:58])([F:57])[F:56])[CH:19]=2)=[CH:10][CH:9]=1)(C)C.[OH-].[Na+]. (5) Given the product [OH:47][CH:44]([CH2:45][OH:46])[CH2:43][N:42]([CH3:41])[C:4](=[O:5])[CH2:3][S:7](=[O:8])([C:35]1[CH:36]=[CH:37][CH:38]=[CH:39][CH:40]=1)=[N:9][C:10](=[O:11])[C:12]1[CH:17]=[C:16]([C:18]#[C:19][C:20]2[CH:25]=[CH:24][CH:23]=[C:22]([NH:26][C:27]([C:29]3[O:30][CH:31]=[CH:32][C:33]=3[CH3:34])=[O:28])[CH:21]=2)[CH:15]=[N:14][CH:13]=1, predict the reactants needed to synthesize it. The reactants are: C([C@H:3]([S:7]([C:35]1[CH:40]=[CH:39][CH:38]=[CH:37][CH:36]=1)(=[N:9][C:10]([C:12]1[CH:13]=[N:14][CH:15]=[C:16]([C:18]#[C:19][C:20]2[CH:25]=[CH:24][CH:23]=[C:22]([NH:26][C:27]([C:29]3[O:30][CH:31]=[CH:32][C:33]=3[CH3:34])=[O:28])[CH:21]=2)[CH:17]=1)=[O:11])=[O:8])[C:4]([O-])=[O:5])C.[CH3:41][NH:42][CH2:43][CH:44]([OH:47])[CH2:45][OH:46].